Dataset: Forward reaction prediction with 1.9M reactions from USPTO patents (1976-2016). Task: Predict the product of the given reaction. (1) Given the reactants [CH3:1][C:2]1[CH:7]=[C:6]([N:8]2[CH2:13][CH2:12][O:11][CH2:10][CH2:9]2)[CH:5]=[C:4]([N+:14]([O-])=O)[C:3]=1[NH2:17].[H][H].[I:20][C:21]1[CH:26]=[CH:25][N:24]=[C:23]([O:27][CH3:28])[C:22]=1[CH:29]=O, predict the reaction product. The product is: [I:20][C:21]1[CH:26]=[CH:25][N:24]=[C:23]([O:27][CH3:28])[C:22]=1[C:29]1[NH:14][C:4]2[CH:5]=[C:6]([N:8]3[CH2:13][CH2:12][O:11][CH2:10][CH2:9]3)[CH:7]=[C:2]([CH3:1])[C:3]=2[N:17]=1. (2) Given the reactants C([O-])(=O)C.[Na+].Br[C:7]1[CH:12]=[CH:11][C:10]([S:13]([N:16]([CH2:24][C:25]([O:27][CH3:28])=[O:26])[C:17]2[CH:22]=[CH:21][C:20]([CH3:23])=[CH:19][CH:18]=2)(=[O:15])=[O:14])=[CH:9][CH:8]=1.[C:29]([NH2:33])(=[O:32])[CH:30]=[CH2:31].C1(P(C2C=CC=CC=2)C2C=CC=CC=2)C=CC=CC=1, predict the reaction product. The product is: [NH2:33][C:29](=[O:32])/[CH:30]=[CH:31]/[C:7]1[CH:12]=[CH:11][C:10]([S:13]([N:16]([CH2:24][C:25]([O:27][CH3:28])=[O:26])[C:17]2[CH:22]=[CH:21][C:20]([CH3:23])=[CH:19][CH:18]=2)(=[O:15])=[O:14])=[CH:9][CH:8]=1. (3) Given the reactants [F:1][CH:2]1[CH2:7][N:6]([C:8]([O:10][C:11]([CH3:14])([CH3:13])[CH3:12])=[O:9])[CH2:5][CH:4]([C:15]([O:17]C)=[O:16])[CH2:3]1.[OH-].[Na+].Cl, predict the reaction product. The product is: [C:11]([O:10][C:8]([N:6]1[CH2:7][CH:2]([F:1])[CH2:3][CH:4]([C:15]([OH:17])=[O:16])[CH2:5]1)=[O:9])([CH3:14])([CH3:12])[CH3:13]. (4) Given the reactants Br[C:2]1[C:7]([CH3:8])=[N:6][N:5]2[CH:9]=[N:10][N:11]=[C:4]2[C:3]=1[CH2:12][CH:13]([CH3:15])[CH3:14].[C:16]1(B(O)O)[CH:21]=[CH:20][CH:19]=[CH:18][CH:17]=1.C(=O)(O)[O-].[Na+], predict the reaction product. The product is: [C:16]1([C:2]2[C:7]([CH3:8])=[N:6][N:5]3[CH:9]=[N:10][N:11]=[C:4]3[C:3]=2[CH2:12][CH:13]([CH3:15])[CH3:14])[CH:21]=[CH:20][CH:19]=[CH:18][CH:17]=1. (5) Given the reactants [C:1]([O:5][C:6](=[O:39])[NH:7][CH2:8][C:9]1[C:10]([Br:38])=[N:11][C:12]([N:15]2[CH2:19][CH2:18][C:17]([C:24]3[CH:29]=[C:28]([C:30]([F:33])([F:32])[F:31])[CH:27]=[C:26]([C:34]([F:37])([F:36])[F:35])[CH:25]=3)([C:20]([F:23])([F:22])[F:21])[CH2:16]2)=[CH:13][CH:14]=1)([CH3:4])([CH3:3])[CH3:2].C(#N)C.[N+]([O-])([O-])=[O:44].[NH4+].[Ce], predict the reaction product. The product is: [C:1]([O:5][C:6](=[O:39])[NH:7][CH2:8][C:9]1[C:10]([Br:38])=[N:11][C:12]([N:15]2[CH2:19][CH2:18][C:17]([C:24]3[CH:29]=[C:28]([C:30]([F:31])([F:32])[F:33])[CH:27]=[C:26]([C:34]([F:37])([F:35])[F:36])[CH:25]=3)([C:20]([F:22])([F:23])[F:21])[CH:16]2[OH:44])=[CH:13][CH:14]=1)([CH3:4])([CH3:2])[CH3:3]. (6) Given the reactants [Cl:1][C:2]1[C:7]([O:8][CH3:9])=[CH:6][C:5]([C:10]2[O:11][CH:12]=[CH:13][CH:14]=2)=[CH:4][C:3]=1[O:15][CH3:16].[CH2:17]([O:19][CH:20]([C:27]1[CH:32]=[CH:31][C:30]([N:33]2[CH2:38][CH2:37][O:36][CH2:35][CH2:34]2)=[CH:29][CH:28]=1)[C:21](N(OC)C)=[O:22])[CH3:18], predict the reaction product. The product is: [Cl:1][C:2]1[C:7]([O:8][CH3:9])=[CH:6][C:5]([C:10]2[O:11][C:12]([C:21](=[O:22])[CH:20]([O:19][CH2:17][CH3:18])[C:27]3[CH:28]=[CH:29][C:30]([N:33]4[CH2:34][CH2:35][O:36][CH2:37][CH2:38]4)=[CH:31][CH:32]=3)=[CH:13][CH:14]=2)=[CH:4][C:3]=1[O:15][CH3:16].